Predict the product of the given reaction. From a dataset of Forward reaction prediction with 1.9M reactions from USPTO patents (1976-2016). (1) Given the reactants [CH3:16][C:11]1([CH3:17])[C:12]([CH3:15])([CH3:14])[O:13][B:9]([B:9]2[O:13][C:12]([CH3:15])([CH3:14])[C:11]([CH3:17])([CH3:16])[O:10]2)[O:10]1.Br[C:20]1[CH:21]=[CH:22][C:23]2[O:27][C:26](=[O:28])[NH:25][C:24]=2[CH:29]=1.C([O-])(=O)C.[K+], predict the reaction product. The product is: [CH3:15][C:12]1([CH3:14])[C:11]([CH3:16])([CH3:17])[O:10][B:9]([C:20]2[CH:21]=[CH:22][C:23]3[O:27][C:26](=[O:28])[NH:25][C:24]=3[CH:29]=2)[O:13]1. (2) Given the reactants C(N(CC)CC)C.[CH2:8]([N:10]=[C:11]=[O:12])[CH3:9].[Cl:13][C:14]1[CH:19]=[CH:18][C:17]([O:20][C:21]2[CH:25]=[C:24]([CH3:26])[NH:23][N:22]=2)=[CH:16][C:15]=1[C:27]([F:30])([F:29])[F:28].Cl, predict the reaction product. The product is: [CH2:8]([NH:10][C:11]([N:23]1[C:24]([CH3:26])=[CH:25][C:21]([O:20][C:17]2[CH:18]=[CH:19][C:14]([Cl:13])=[C:15]([C:27]([F:30])([F:28])[F:29])[CH:16]=2)=[N:22]1)=[O:12])[CH3:9]. (3) The product is: [Br:1][C:2]1[C:3]2[CH:11]=[C:10]([C:12]([O:14][CH2:15][CH3:16])=[O:13])[N:9]([S:17]([C:20]3[CH:21]=[CH:22][C:23]([CH3:24])=[CH:25][CH:26]=3)(=[O:19])=[O:18])[C:4]=2[C:5](=[O:8])[N:6]([CH3:30])[CH:7]=1. Given the reactants [Br:1][C:2]1[C:3]2[CH:11]=[C:10]([C:12]([O:14][CH2:15][CH3:16])=[O:13])[N:9]([S:17]([C:20]3[CH:26]=[CH:25][C:23]([CH3:24])=[CH:22][CH:21]=3)(=[O:19])=[O:18])[C:4]=2[C:5](=[O:8])[NH:6][CH:7]=1.[H-].[Na+].I[CH3:30], predict the reaction product. (4) The product is: [Cl:24][C:25]1[CH:30]=[CH:29][C:28]([C:18]([C:15]2[CH:16]=[CH:17][C:12]([N:2]([CH3:1])[S:3]([C:6]3[CH:7]=[CH:8][CH:9]=[CH:10][CH:11]=3)(=[O:5])=[O:4])=[CH:13][CH:14]=2)([OH:23])[C:19]([F:21])([F:22])[F:20])=[CH:27][CH:26]=1. Given the reactants [CH3:1][N:2]([C:12]1[CH:17]=[CH:16][C:15]([C:18](=[O:23])[C:19]([F:22])([F:21])[F:20])=[CH:14][CH:13]=1)[S:3]([C:6]1[CH:11]=[CH:10][CH:9]=[CH:8][CH:7]=1)(=[O:5])=[O:4].[Cl:24][C:25]1[CH:30]=[CH:29][C:28]([Mg]Br)=[CH:27][CH:26]=1, predict the reaction product.